From a dataset of Full USPTO retrosynthesis dataset with 1.9M reactions from patents (1976-2016). Predict the reactants needed to synthesize the given product. (1) Given the product [CH3:16][O:15][C:12]1[CH:13]=[CH:14][C:9]([NH:8][C:6](=[O:7])[C:5]2[CH:27]=[CH:28][C:2]([C:29]3[CH:34]=[CH:33][CH:32]=[CH:31][CH:30]=3)=[N:3][CH:4]=2)=[CH:10][C:11]=1[NH:17][C:18](=[O:26])[CH2:19][N:20]1[CH2:25][CH2:24][O:23][CH2:22][CH2:21]1, predict the reactants needed to synthesize it. The reactants are: Cl[C:2]1[CH:28]=[CH:27][C:5]([C:6]([NH:8][C:9]2[CH:14]=[CH:13][C:12]([O:15][CH3:16])=[C:11]([NH:17][C:18](=[O:26])[CH2:19][N:20]3[CH2:25][CH2:24][O:23][CH2:22][CH2:21]3)[CH:10]=2)=[O:7])=[CH:4][N:3]=1.[C:29]1(B(O)O)[CH:34]=[CH:33][CH:32]=[CH:31][CH:30]=1.C(=O)([O-])[O-].[K+].[K+]. (2) Given the product [C:26]([O:28][C:2]1[CH:3]=[C:4]([N:10]2[C@@H:15]([CH3:16])[CH2:14][N:13]([C:17]([O:19][C:20]([CH3:23])([CH3:22])[CH3:21])=[O:18])[C@H:12]([CH3:24])[CH2:11]2)[CH:5]=[CH:6][C:7]=1[C:8]#[N:9])([CH3:29])([CH3:27])[CH3:25], predict the reactants needed to synthesize it. The reactants are: F[C:2]1[CH:3]=[C:4]([N:10]2[C@@H:15]([CH3:16])[CH2:14][N:13]([C:17]([O:19][C:20]([CH3:23])([CH3:22])[CH3:21])=[O:18])[C@H:12]([CH3:24])[CH2:11]2)[CH:5]=[CH:6][C:7]=1[C:8]#[N:9].[CH3:25][C:26]([CH3:29])([O-:28])[CH3:27].[K+].[Cl-].[NH4+]. (3) Given the product [Cl:27][C:25]1[N:24]=[N:23][C:22]([O:6][C:5]2[C:7]([CH3:11])=[CH:8][CH:9]=[CH:10][C:4]=2[CH:1]2[CH2:3][CH2:2]2)=[C:21]([OH:20])[CH:26]=1, predict the reactants needed to synthesize it. The reactants are: [CH:1]1([C:4]2[CH:10]=[CH:9][CH:8]=[C:7]([CH3:11])[C:5]=2[O-:6])[CH2:3][CH2:2]1.[Na+].C1(O)CCCCC1.[OH:20][C:21]1[CH:26]=[C:25]([Cl:27])[N:24]=[N:23][C:22]=1Cl.C1(C2C=CC=C(C)C=2O)CC1. (4) Given the product [Br:12][C:9]1[CH:10]=[CH:11][C:2]([I:1])=[C:3]([CH:8]=1)[C:4]([O:6][CH3:7])=[O:5], predict the reactants needed to synthesize it. The reactants are: [I:1][C:2]1[CH:11]=[CH:10][CH:9]=[CH:8][C:3]=1[C:4]([O:6][CH3:7])=[O:5].[Br:12]N1C(=O)CCC1=O.OS(O)(=O)=O. (5) Given the product [Cl:18][C:8]1[C:9]2[C:14](=[CH:13][CH:12]=[CH:11][CH:10]=2)[CH:15]=[C:16]([CH3:17])[C:7]=1[CH:21]=[CH2:22], predict the reactants needed to synthesize it. The reactants are: FC(F)(F)S(O[C:7]1[C:16]([CH3:17])=[CH:15][C:14]2[C:9](=[CH:10][CH:11]=[CH:12][CH:13]=2)[C:8]=1[Cl:18])(=O)=O.[CH2:21]([Sn](CCCC)(CCCC)C=C)[CH2:22]CC.[Cl-].[Li+].